From a dataset of Catalyst prediction with 721,799 reactions and 888 catalyst types from USPTO. Predict which catalyst facilitates the given reaction. (1) Reactant: [F:1][C@@H:2]1[CH2:7][CH2:6][CH2:5][C@H:4]([OH:8])[C@@H:3]1[OH:9].CCN(CC)CC.[CH3:17][S:18](Cl)(=[O:20])=[O:19]. Product: [CH3:17][S:18]([O:8][C@H:4]1[CH2:5][CH2:6][CH2:7][C@@H:2]([F:1])[C@H:3]1[O:9][S:18]([CH3:17])(=[O:20])=[O:19])(=[O:20])=[O:19]. The catalyst class is: 2. (2) Reactant: [CH2:1]([O:3][CH:4]([O:16][CH2:17][CH3:18])[C:5]1[N:6]=[C:7]2[C:12]([CH2:13][OH:14])=[CH:11][CH:10]=[CH:9][N:8]2[CH:15]=1)[CH3:2]. Product: [CH2:1]([O:3][CH:4]([O:16][CH2:17][CH3:18])[C:5]1[N:6]=[C:7]2[C:12]([CH:13]=[O:14])=[CH:11][CH:10]=[CH:9][N:8]2[CH:15]=1)[CH3:2]. The catalyst class is: 53. (3) Reactant: COC[O:4][CH2:5][C:6]1[N:7]=[C:8]([C:13]2[CH:18]=[CH:17][CH:16]=[CH:15][CH:14]=2)[O:9][C:10]=1[CH:11]=[O:12].Cl.O1CCCC1. Product: [OH:4][CH2:5][C:6]1[N:7]=[C:8]([C:13]2[CH:18]=[CH:17][CH:16]=[CH:15][CH:14]=2)[O:9][C:10]=1[CH:11]=[O:12]. The catalyst class is: 6. (4) Reactant: C[O:2][C:3]1[CH:8]=[C:7]([C:9]2[C:14]([CH3:15])=[CH:13][CH:12]=[C:11]([NH:16][C:17]([C:19]3([C:22]4[CH:27]=[CH:26][C:25]([O:28][CH3:29])=[CH:24][CH:23]=4)[CH2:21][CH2:20]3)=[O:18])[N:10]=2)[CH:6]=[CH:5][N:4]=1.C[Si](I)(C)C. Product: [CH3:29][O:28][C:25]1[CH:26]=[CH:27][C:22]([C:19]2([C:17]([NH:16][C:11]3[CH:12]=[CH:13][C:14]([CH3:15])=[C:9]([C:7]4[CH:6]=[CH:5][NH:4][C:3](=[O:2])[CH:8]=4)[N:10]=3)=[O:18])[CH2:21][CH2:20]2)=[CH:23][CH:24]=1. The catalyst class is: 22. (5) Product: [O:32]=[C:26]1[CH:25]([N:18]2[CH2:17][C:16]3[C:20](=[CH:21][CH:22]=[CH:23][C:15]=3[CH2:14][NH:13][C:36]([CH:33]3[CH2:35][CH2:34]3)=[O:37])[C:19]2=[O:24])[CH2:30][CH2:29][C:28](=[O:31])[NH:27]1. The catalyst class is: 10. Reactant: N12CCCN=C1CCCCC2.Cl.[NH2:13][CH2:14][C:15]1[CH:23]=[CH:22][CH:21]=[C:20]2[C:16]=1[CH2:17][N:18]([CH:25]1[CH2:30][CH2:29][C:28](=[O:31])[NH:27][C:26]1=[O:32])[C:19]2=[O:24].[CH:33]1([C:36](Cl)=[O:37])[CH2:35][CH2:34]1. (6) Reactant: [CH2:1]([C:3]1[CH:8]=[C:7]([NH:9][C:10]([C:12]2[CH:17]=[CH:16][CH:15]=[CH:14][C:13]=2[F:18])=[O:11])[CH:6]=[CH:5][C:4]=1[C:19]([NH:21][NH:22]C(OC(C)(C)C)=O)=[O:20])[CH3:2].Cl. Product: [CH2:1]([C:3]1[CH:8]=[C:7]([NH:9][C:10](=[O:11])[C:12]2[CH:17]=[CH:16][CH:15]=[CH:14][C:13]=2[F:18])[CH:6]=[CH:5][C:4]=1[C:19]([NH:21][NH2:22])=[O:20])[CH3:2]. The catalyst class is: 12. (7) Reactant: [Cl:1][C:2]1[CH:7]=[CH:6][C:5]([C:8]2[CH2:9][CH2:10][N:11]([CH2:14][CH2:15][CH2:16][NH:17]C(=O)C(F)(F)F)[CH2:12][CH:13]=2)=[CH:4][CH:3]=1.[OH-].[K+]. Product: [Cl:1][C:2]1[CH:7]=[CH:6][C:5]([C:8]2[CH2:13][CH2:12][N:11]([CH2:14][CH2:15][CH2:16][NH2:17])[CH2:10][CH:9]=2)=[CH:4][CH:3]=1. The catalyst class is: 8.